This data is from Reaction yield outcomes from USPTO patents with 853,638 reactions. The task is: Predict the reaction yield, written as a fraction of the theoretical maximum amount of product (1.0 means a 100% yield; for example, 0.34 means a 34% yield). The reactants are [OH2:1].I([O-])(=O)(=O)=O.[Na+].[CH:8]([C:11]1[NH:12][C:13]([C:33]2[CH:38]=[CH:37][CH:36]=[C:35]([CH3:39])[N:34]=2)=[C:14]([C:16]2[CH:17]=[C:18]([C:22]3[CH:23]=[C:24]4[C:29](=[CH:30][CH:31]=3)[S:28][CH2:27][CH2:26][C:25]4=[O:32])[CH:19]=[CH:20][CH:21]=2)[N:15]=1)([CH3:10])[CH3:9]. The catalyst is CO. The product is [CH:8]([C:11]1[NH:12][C:13]([C:33]2[CH:38]=[CH:37][CH:36]=[C:35]([CH3:39])[N:34]=2)=[C:14]([C:16]2[CH:17]=[C:18]([C:22]3[CH:23]=[C:24]4[C:29](=[CH:30][CH:31]=3)[S:28](=[O:1])[CH2:27][CH2:26][C:25]4=[O:32])[CH:19]=[CH:20][CH:21]=2)[N:15]=1)([CH3:10])[CH3:9]. The yield is 0.530.